Task: Binary Classification. Given a drug SMILES string, predict its activity (active/inactive) in a high-throughput screening assay against a specified biological target.. Dataset: Tyrosyl-DNA phosphodiesterase HTS with 341,365 compounds The drug is O=C1N(C(c2c1[nH][nH]\c2=C1/C(=O)C=CC=C1)c1ccc(OC)cc1)CCCOC. The result is 0 (inactive).